The task is: Predict the reactants needed to synthesize the given product.. This data is from Full USPTO retrosynthesis dataset with 1.9M reactions from patents (1976-2016). (1) Given the product [BrH:12].[OH:2][C:3]1[CH:11]=[CH:10][CH:9]=[C:8]2[C:4]=1[CH2:5][NH:6][CH2:7]2, predict the reactants needed to synthesize it. The reactants are: C[O:2][C:3]1[CH:11]=[CH:10][CH:9]=[C:8]2[C:4]=1[CH2:5][NH:6][CH2:7]2.[BrH:12]. (2) The reactants are: [CH3:1][C:2]1[CH:7]=[C:6]([C:8]#[C:9][C:10]2[N:11]=[C:12]([CH3:15])[NH:13][CH:14]=2)[CH:5]=[CH:4][N:3]=1.[O:16]([CH2:23][CH2:24]Br)[C:17]1[CH:22]=[CH:21][CH:20]=[CH:19][CH:18]=1. Given the product [CH3:1][C:2]1[CH:7]=[C:6]([C:8]#[C:9][C:10]2[N:11]=[C:12]([CH3:15])[N:13]([CH2:24][CH2:23][O:16][C:17]3[CH:22]=[CH:21][CH:20]=[CH:19][CH:18]=3)[CH:14]=2)[CH:5]=[CH:4][N:3]=1, predict the reactants needed to synthesize it. (3) Given the product [NH2:11][C@H:12]1[CH2:17][CH2:16][N:15]([C:18]2[O:19][C:20]([CH3:30])=[C:21]([C:23]([O:25][CH2:26][CH2:27][CH2:28][CH3:29])=[O:24])[N:22]=2)[CH2:14][C@H:13]1[O:31][CH2:32][CH2:33][CH3:34], predict the reactants needed to synthesize it. The reactants are: C(OC([NH:11][C@H:12]1[CH2:17][CH2:16][N:15]([C:18]2[O:19][C:20]([CH3:30])=[C:21]([C:23]([O:25][CH2:26][CH2:27][CH2:28][CH3:29])=[O:24])[N:22]=2)[CH2:14][C@H:13]1[O:31][CH2:32][CH2:33][CH3:34])=O)C1C=CC=CC=1. (4) The reactants are: [F:1][C:2]1[CH:27]=[C:26]([F:28])[CH:25]=[CH:24][C:3]=1[CH2:4][O:5][C:6]1[CH:11]=[C:10]([CH3:12])[N:9]([C:13]2[C:18]([F:19])=[CH:17][C:16]([CH:20]=[CH2:21])=[CH:15][C:14]=2[F:22])[C:8](=[O:23])[CH:7]=1.[Br:29]N1C(=O)CCC1=O. Given the product [Br:29][C:7]1[C:8](=[O:23])[N:9]([C:13]2[C:18]([F:19])=[CH:17][C:16]([CH:20]=[CH2:21])=[CH:15][C:14]=2[F:22])[C:10]([CH3:12])=[CH:11][C:6]=1[O:5][CH2:4][C:3]1[CH:24]=[CH:25][C:26]([F:28])=[CH:27][C:2]=1[F:1], predict the reactants needed to synthesize it. (5) The reactants are: [NH2:1][C:2]1[CH:3]=[C:4]([CH:21]=[CH:22][CH:23]=1)[CH2:5][S:6][C:7]1[CH:8]=[C:9]([NH:13][C:14](=[O:20])[O:15][C:16]([CH3:19])([CH3:18])[CH3:17])[CH:10]=[CH:11][CH:12]=1.C(=O)([O-])[O-].[K+].[K+].[Cl:30][C:31]1[N:36]=[C:35](Cl)[C:34]([Cl:38])=[CH:33][N:32]=1.O. Given the product [Cl:30][C:31]1[N:36]=[C:35]([NH:1][C:2]2[CH:3]=[C:4]([CH:21]=[CH:22][CH:23]=2)[CH2:5][S:6][C:7]2[CH:8]=[C:9]([NH:13][C:14](=[O:20])[O:15][C:16]([CH3:19])([CH3:17])[CH3:18])[CH:10]=[CH:11][CH:12]=2)[C:34]([Cl:38])=[CH:33][N:32]=1, predict the reactants needed to synthesize it. (6) The reactants are: [Cl:1][C:2]1[CH:7]=[C:6]([Cl:8])[CH:5]=[CH:4][C:3]=1[C:9]1[N:10]=[C:11]([CH2:29][CH3:30])[C:12]([NH:17][C@H:18]2[C:26]3[C:21](=[CH:22][CH:23]=[CH:24][CH:25]=3)[CH2:20][C@@H:19]2[O:27][CH3:28])=[N:13][C:14]=1[CH2:15][CH3:16].ClC1C=C(Cl)C=CC=1C1N=C(CC)C(N[C@H]2C3C(=CC=CC=3)C[C@@H]2O)=NC=1CC.BrC[CH2:62][F:63]. Given the product [Cl:1][C:2]1[CH:7]=[C:6]([Cl:8])[CH:5]=[CH:4][C:3]=1[C:9]1[N:10]=[C:11]([CH2:29][CH3:30])[C:12]([NH:17][C@H:18]2[C:26]3[C:21](=[CH:22][CH:23]=[CH:24][CH:25]=3)[CH2:20][C@@H:19]2[O:27][CH2:28][CH2:62][F:63])=[N:13][C:14]=1[CH2:15][CH3:16], predict the reactants needed to synthesize it.